Dataset: Full USPTO retrosynthesis dataset with 1.9M reactions from patents (1976-2016). Task: Predict the reactants needed to synthesize the given product. (1) Given the product [CH3:9][Si:10]([CH3:20])([CH3:11])[C:3]1[CH:4]=[C:5]([C:12]2[C:13]([C:13]3[CH:14]=[CH:15][CH:16]=[C:11]([Si:10]([CH3:21])([CH3:20])[CH3:9])[CH:12]=3)=[CH:14][CH:15]=[CH:29][CH:30]=2)[CH:6]=[CH:7][CH:2]=1, predict the reactants needed to synthesize it. The reactants are: I[C:2]1[CH:7]=[CH:6][CH:5]=[CH:4][C:3]=1I.[CH3:9][Si:10]([CH3:21])([CH3:20])[C:11]1[CH:12]=[C:13](B(O)O)[CH:14]=[CH:15][CH:16]=1.[OH-].[Na+].COCCO[CH2:29][CH2:30]OC. (2) The reactants are: [O:1]1[CH2:6][CH:5]=[C:4]([C:7]2[CH:8]=[CH:9][C:10]3[NH:15][C:14](=[O:16])[CH2:13][N:12]([C:17]([NH:19][CH:20]([C:24]4[CH:29]=[CH:28][C:27]([O:30][C:31]([F:34])([F:33])[F:32])=[CH:26][CH:25]=4)[CH2:21][O:22][CH3:23])=[O:18])[C:11]=3[N:35]=2)[CH2:3][CH2:2]1.C([O-])=O.[NH4+]. Given the product [CH3:23][O:22][CH2:21][CH:20]([NH:19][C:17]([N:12]1[CH2:13][C:14](=[O:16])[NH:15][C:10]2[CH:9]=[CH:8][C:7]([CH:4]3[CH2:3][CH2:2][O:1][CH2:6][CH2:5]3)=[N:35][C:11]1=2)=[O:18])[C:24]1[CH:29]=[CH:28][C:27]([O:30][C:31]([F:34])([F:33])[F:32])=[CH:26][CH:25]=1, predict the reactants needed to synthesize it. (3) Given the product [F:39][C:38]1[CH:37]=[CH:36][CH:35]=[C:34]([F:40])[C:33]=1[CH2:32][N:11]1[C:10]2=[N:9][N:8]([C:5]3[CH:6]=[CH:7][C:2]([NH:1][C:48](=[O:50])[CH3:49])=[CH:3][CH:4]=3)[C:16]([CH2:17][N:18]([CH3:19])[CH3:20])=[C:15]2[C:14](=[O:21])[N:13]([C:22]2[CH:27]=[CH:26][CH:25]=[C:24]([O:28][CH3:29])[C:23]=2[F:30])[C:12]1=[O:31], predict the reactants needed to synthesize it. The reactants are: [NH2:1][C:2]1[CH:7]=[CH:6][C:5]([N:8]2[C:16]([CH2:17][N:18]([CH3:20])[CH3:19])=[C:15]3[C:10]([N:11]([CH2:32][C:33]4[C:38]([F:39])=[CH:37][CH:36]=[CH:35][C:34]=4[F:40])[C:12](=[O:31])[N:13]([C:22]4[CH:27]=[CH:26][CH:25]=[C:24]([O:28][CH3:29])[C:23]=4[F:30])[C:14]3=[O:21])=[N:9]2)=[CH:4][CH:3]=1.C(N(CC)CC)C.[C:48](OC(=O)C)(=[O:50])[CH3:49].C(=O)(O)[O-].[Na+]. (4) The reactants are: [NH2:1][C:2]1[S:3][CH:4]=[C:5]([C:7]2[CH:15]=[CH:14][C:10]([C:11]([OH:13])=O)=[CH:9][CH:8]=2)[N:6]=1.CN(C(ON1N=NC2C=CC=NC1=2)=[N+](C)C)C.F[P-](F)(F)(F)(F)F.CCN(C(C)C)C(C)C.[N:49]1([C:55]2[CH:60]=[CH:59][C:58]([NH2:61])=[CH:57][CH:56]=2)[CH2:54][CH2:53][O:52][CH2:51][CH2:50]1. Given the product [NH2:1][C:2]1[S:3][CH:4]=[C:5]([C:7]2[CH:8]=[CH:9][C:10]([C:11]([NH:61][C:58]3[CH:57]=[CH:56][C:55]([N:49]4[CH2:54][CH2:53][O:52][CH2:51][CH2:50]4)=[CH:60][CH:59]=3)=[O:13])=[CH:14][CH:15]=2)[N:6]=1, predict the reactants needed to synthesize it. (5) Given the product [Br:27][C:25]1[CH:24]=[CH:23][C:20]2[C:21]3[N:15]([CH2:16][CH2:17][O:18][C:19]=2[CH:26]=1)[CH:14]=[C:13]([C:11]1[N:4]([CH:1]([CH3:3])[CH3:2])[N:5]=[C:6]([CH2:7][O:8][CH3:9])[N:33]=1)[N:22]=3, predict the reactants needed to synthesize it. The reactants are: [CH:1]([N:4]([C:11]([C:13]1[N:22]=[C:21]2[N:15]([CH2:16][CH2:17][O:18][C:19]3[CH:26]=[C:25]([Br:27])[CH:24]=[CH:23][C:20]=32)[CH:14]=1)=O)[NH:5][C:6](=O)[CH2:7][O:8][CH3:9])([CH3:3])[CH3:2].C(O)(=O)C.[Cl-].[NH4+:33]. (6) Given the product [CH3:24][C:22]([CH3:23])([CH3:25])[CH2:21][N:20]1[C:15]2[C:16](=[N:17][C:12]([C:6]3[CH:5]=[C:4]([C@H:2]([N:1]4[CH2:34][CH2:33][S:30](=[O:32])(=[O:31])[CH2:28][CH2:29]4)[CH3:3])[CH:11]=[CH:10][C:7]=3[C:8]#[N:9])=[CH:13][CH:14]=2)[N:18]([CH3:27])[C:19]1=[O:26], predict the reactants needed to synthesize it. The reactants are: [NH2:1][C@@H:2]([C:4]1[CH:11]=[CH:10][C:7]([C:8]#[N:9])=[C:6]([C:12]2[N:17]=[C:16]3[N:18]([CH3:27])[C:19](=[O:26])[N:20]([CH2:21][C:22]([CH3:25])([CH3:24])[CH3:23])[C:15]3=[CH:14][CH:13]=2)[CH:5]=1)[CH3:3].[CH:28]([S:30]([CH:33]=[CH2:34])(=[O:32])=[O:31])=[CH2:29]. (7) Given the product [CH3:13][C:9]1[N:8]([C:5]2[CH:6]=[CH:7][C:2]([B:17]3[O:18][C:19]([CH3:21])([CH3:20])[C:15]([CH3:31])([CH3:14])[O:16]3)=[CH:3][CH:4]=2)[CH:12]=[CH:11][N:10]=1, predict the reactants needed to synthesize it. The reactants are: Br[C:2]1[CH:7]=[CH:6][C:5]([N:8]2[CH:12]=[CH:11][N:10]=[C:9]2[CH3:13])=[CH:4][CH:3]=1.[CH3:14][C:15]1([CH3:31])[C:19]([CH3:21])([CH3:20])[O:18][B:17]([B:17]2[O:18][C:19]([CH3:21])([CH3:20])[C:15]([CH3:31])([CH3:14])[O:16]2)[O:16]1.CC([O-])=O.[K+].